From a dataset of Full USPTO retrosynthesis dataset with 1.9M reactions from patents (1976-2016). Predict the reactants needed to synthesize the given product. (1) The reactants are: [N+:1]([C:4]1[C:5]([NH:13][C@H:14]2[CH2:19][CH2:18][C@H:17]([CH2:20][OH:21])[CH2:16][CH2:15]2)=[C:6]2[S:12][CH:11]=[CH:10][C:7]2=[N:8][CH:9]=1)([O-])=O. Given the product [NH2:1][C:4]1[C:5]([NH:13][C@H:14]2[CH2:15][CH2:16][C@H:17]([CH2:20][OH:21])[CH2:18][CH2:19]2)=[C:6]2[S:12][CH:11]=[CH:10][C:7]2=[N:8][CH:9]=1, predict the reactants needed to synthesize it. (2) Given the product [F:1][C:2]1[CH:3]=[C:4]([C:9]2[C:10]3[N:11]([N:16]=[C:17]([NH:19][C:21]4[CH:26]=[CH:25][C:24]([N:27]5[CH:31]=[C:30]([CH3:32])[N:29]=[CH:28]5)=[C:23]([O:33][CH3:34])[CH:22]=4)[N:18]=3)[CH:12]=[C:13]([CH3:15])[CH:14]=2)[CH:5]=[CH:6][C:7]=1[F:8], predict the reactants needed to synthesize it. The reactants are: [F:1][C:2]1[CH:3]=[C:4]([C:9]2[C:10]3[N:11]([N:16]=[C:17]([NH2:19])[N:18]=3)[CH:12]=[C:13]([CH3:15])[CH:14]=2)[CH:5]=[CH:6][C:7]=1[F:8].Br[C:21]1[CH:26]=[CH:25][C:24]([N:27]2[CH:31]=[C:30]([CH3:32])[N:29]=[CH:28]2)=[C:23]([O:33][CH3:34])[CH:22]=1.C(Cl)Cl. (3) Given the product [C:15]([O:14][C:13]([N:12]([C:3]1[N:4]=[C:5]2[C:10]([CH3:11])=[CH:9][CH:8]=[CH:7][N:6]2[C:2]=1[CH3:1])[S:23]([C:26]1[CH:27]=[CH:28][C:29]([C:30]([O:32][CH3:33])=[O:31])=[CH:34][CH:35]=1)(=[O:25])=[O:24])=[O:19])([CH3:16])([CH3:18])[CH3:17], predict the reactants needed to synthesize it. The reactants are: [CH3:1][C:2]1[N:6]2[CH:7]=[CH:8][CH:9]=[C:10]([CH3:11])[C:5]2=[N:4][C:3]=1[NH:12][C:13](=[O:19])[O:14][C:15]([CH3:18])([CH3:17])[CH3:16].[H-].[Na+].Cl[S:23]([C:26]1[CH:35]=[CH:34][C:29]([C:30]([O:32][CH3:33])=[O:31])=[CH:28][CH:27]=1)(=[O:25])=[O:24]. (4) Given the product [Cl:1][C:2]1[CH:7]=[CH:6][CH:5]=[CH:4][C:3]=1[C:8]1[NH:28][C:11]2[C:10]([CH:9]=1)=[CH:15][C:14]([C:16]1[S:20][C:19]([C:21]3[CH:22]=[CH:23][CH:24]=[CH:25][CH:26]=3)=[N:18][C:17]=1[CH3:27])=[CH:13][CH:12]=2, predict the reactants needed to synthesize it. The reactants are: [Cl:1][C:2]1[CH:7]=[CH:6][CH:5]=[CH:4][C:3]=1[C:8]#[C:9][C:10]1[CH:15]=[C:14]([C:16]2[S:20][C:19]([C:21]3[CH:26]=[CH:25][CH:24]=[CH:23][CH:22]=3)=[N:18][C:17]=2[CH3:27])[CH:13]=[CH:12][C:11]=1[NH2:28].CC(C)([O-])C.[K+].[NH4+].[Cl-].CCOC(C)=O. (5) Given the product [F:1][C:2]1[C:7]([C:8]([C:9]2[C:17]3[C:12](=[N:13][CH:14]=[C:15]([C:18]4[CH:19]=[N:20][CH:21]=[CH:22][CH:23]=4)[CH:16]=3)[NH:11][CH:10]=2)=[O:24])=[C:6]([F:25])[CH:5]=[CH:4][C:3]=1[NH:26][S:27]([CH:30]([CH3:32])[CH3:31])(=[O:29])=[O:28], predict the reactants needed to synthesize it. The reactants are: [F:1][C:2]1[C:7]([CH:8]([OH:24])[C:9]2[C:17]3[C:12](=[N:13][CH:14]=[C:15]([C:18]4[CH:19]=[N:20][CH:21]=[CH:22][CH:23]=4)[CH:16]=3)[NH:11][CH:10]=2)=[C:6]([F:25])[CH:5]=[CH:4][C:3]=1[NH:26][S:27]([CH:30]([CH3:32])[CH3:31])(=[O:29])=[O:28].CC(OI1(OC(C)=O)(OC(C)=O)OC(=O)C2C1=CC=CC=2)=O.S([O-])([O-])(=O)=S.[Na+].[Na+].C(=O)([O-])[O-].[K+].[K+]. (6) Given the product [CH2:18]([NH:22][CH2:16][C:14]1[CH:13]=[CH:12][C:4]([O:5][CH2:6][C:7]([O:9][CH2:10][CH3:11])=[O:8])=[C:3]([CH2:1][CH3:2])[CH:15]=1)[CH2:19][CH2:20][CH3:21], predict the reactants needed to synthesize it. The reactants are: [CH2:1]([C:3]1[CH:15]=[C:14]([CH:16]=O)[CH:13]=[CH:12][C:4]=1[O:5][CH2:6][C:7]([O:9][CH2:10][CH3:11])=[O:8])[CH3:2].[CH2:18]([NH2:22])[CH2:19][CH2:20][CH3:21]. (7) Given the product [N:1]([CH:4]([C:19]1[CH:24]=[CH:23][C:22]([Cl:25])=[CH:21][CH:20]=1)[C:5]1[N:9]([CH:10]([CH3:12])[CH3:11])[C:8]([C:30]2[CH2:31][CH2:32][N:27]([CH3:26])[CH2:28][CH:29]=2)=[N:7][C:6]=1[C:14]([O:16][CH2:17][CH3:18])=[O:15])=[N+:2]=[N-:3], predict the reactants needed to synthesize it. The reactants are: [N:1]([CH:4]([C:19]1[CH:24]=[CH:23][C:22]([Cl:25])=[CH:21][CH:20]=1)[C:5]1[N:9]([CH:10]([CH3:12])[CH3:11])[C:8](Br)=[N:7][C:6]=1[C:14]([O:16][CH2:17][CH3:18])=[O:15])=[N+:2]=[N-:3].[CH3:26][N:27]1[CH2:32][CH:31]=[C:30](B(O)O)[CH2:29][CH2:28]1. (8) Given the product [CH3:1][C@H:2]1[C@@:41]2([OH:43])[O:42][CH:5]([CH2:6][C@H:7]([O:68][CH3:69])[C:8]([CH3:67])=[CH:9][CH:10]=[CH:11][CH:12]=[CH:13][C@@H:14]([CH3:66])[CH2:15][C@@H:16]([CH3:65])[C:17]([C@H:19]([O:63][CH3:64])[C@H:20]([OH:62])[C:21]([CH3:61])=[CH:22][C@@H:23]([CH3:60])[C:24]([CH2:26][C@@H:27]([C@@H:44]([CH2:46][C@H:47]3[CH2:52][C@@H:51]([O:53][CH3:54])[C@@H:50]([N:55]4[N:59]=[N:58][N:57]=[CH:56]4)[CH2:49][CH2:48]3)[CH3:45])[O:28][C:29]([C@H:31]3[N:36]([C:37]([C:39]2=[O:40])=[O:38])[CH2:35][CH2:34][CH2:33][CH2:32]3)=[O:30])=[O:25])=[O:18])[CH2:4][CH2:3]1.[C:35](#[N:36])[CH2:34][CH3:33], predict the reactants needed to synthesize it. The reactants are: [CH3:1][C@H:2]1[C@@:41]2([OH:43])[O:42][CH:5]([CH2:6][C@H:7]([O:68][CH3:69])[C:8]([CH3:67])=[CH:9][CH:10]=[CH:11][CH:12]=[CH:13][C@@H:14]([CH3:66])[CH2:15][C@@H:16]([CH3:65])[C:17]([C@H:19]([O:63][CH3:64])[C@H:20]([OH:62])[C:21]([CH3:61])=[CH:22][C@@H:23]([CH3:60])[C:24]([CH2:26][C@@H:27]([C@@H:44]([CH2:46][C@H:47]3[CH2:52][C@@H:51]([O:53][CH3:54])[C@@H:50]([N:55]4[N:59]=[N:58][N:57]=[CH:56]4)[CH2:49][CH2:48]3)[CH3:45])[O:28][C:29]([C@H:31]3[N:36]([C:37]([C:39]2=[O:40])=[O:38])[CH2:35][CH2:34][CH2:33][CH2:32]3)=[O:30])=[O:25])=[O:18])[CH2:4][CH2:3]1.C1(C)C=CC=CC=1. (9) Given the product [OH:1][CH2:2][CH2:3][CH2:4][CH2:5][N:6]1[C:11]2[N:12]=[C:13]([S:16]([CH3:17])=[O:41])[N:14]=[CH:15][C:10]=2[CH:9]=[C:8]([C:18]2[CH:23]=[CH:22][C:21]([C:24]3[CH:29]=[CH:28][CH:27]=[C:26]([CH3:30])[N:25]=3)=[CH:20][C:19]=2[CH3:31])[C:7]1=[O:32], predict the reactants needed to synthesize it. The reactants are: [OH:1][CH2:2][CH2:3][CH2:4][CH2:5][N:6]1[C:11]2[N:12]=[C:13]([S:16][CH3:17])[N:14]=[CH:15][C:10]=2[CH:9]=[C:8]([C:18]2[CH:23]=[CH:22][C:21]([C:24]3[CH:29]=[CH:28][CH:27]=[C:26]([CH3:30])[N:25]=3)=[CH:20][C:19]=2[CH3:31])[C:7]1=[O:32].C1C=C(Cl)C=C(C(OO)=[O:41])C=1.